This data is from NCI-60 drug combinations with 297,098 pairs across 59 cell lines. The task is: Regression. Given two drug SMILES strings and cell line genomic features, predict the synergy score measuring deviation from expected non-interaction effect. (1) Drug 1: C1=CN(C(=O)N=C1N)C2C(C(C(O2)CO)O)O.Cl. Drug 2: CCN(CC)CCCC(C)NC1=C2C=C(C=CC2=NC3=C1C=CC(=C3)Cl)OC. Cell line: MDA-MB-435. Synergy scores: CSS=25.7, Synergy_ZIP=-7.46, Synergy_Bliss=-1.81, Synergy_Loewe=-5.08, Synergy_HSA=1.06. (2) Drug 1: CC12CCC(CC1=CCC3C2CCC4(C3CC=C4C5=CN=CC=C5)C)O. Drug 2: CNC(=O)C1=NC=CC(=C1)OC2=CC=C(C=C2)NC(=O)NC3=CC(=C(C=C3)Cl)C(F)(F)F. Cell line: HL-60(TB). Synergy scores: CSS=-18.3, Synergy_ZIP=2.61, Synergy_Bliss=-14.8, Synergy_Loewe=-28.5, Synergy_HSA=-18.9. (3) Cell line: HCC-2998. Drug 1: CS(=O)(=O)OCCCCOS(=O)(=O)C. Drug 2: CC12CCC3C(C1CCC2OP(=O)(O)O)CCC4=C3C=CC(=C4)OC(=O)N(CCCl)CCCl.[Na+]. Synergy scores: CSS=25.9, Synergy_ZIP=-6.82, Synergy_Bliss=-10.5, Synergy_Loewe=-9.30, Synergy_HSA=-5.80. (4) Drug 1: CC1=C(C(CCC1)(C)C)C=CC(=CC=CC(=CC(=O)O)C)C. Drug 2: C1CN(CCN1C(=O)CCBr)C(=O)CCBr. Cell line: CAKI-1. Synergy scores: CSS=21.4, Synergy_ZIP=-0.411, Synergy_Bliss=4.17, Synergy_Loewe=-3.35, Synergy_HSA=-1.51. (5) Drug 1: COC1=C(C=C2C(=C1)N=CN=C2NC3=CC(=C(C=C3)F)Cl)OCCCN4CCOCC4. Drug 2: C1=CN(C(=O)N=C1N)C2C(C(C(O2)CO)O)O.Cl. Cell line: RXF 393. Synergy scores: CSS=31.2, Synergy_ZIP=-9.33, Synergy_Bliss=-1.84, Synergy_Loewe=1.68, Synergy_HSA=2.27. (6) Drug 1: CCC1(CC2CC(C3=C(CCN(C2)C1)C4=CC=CC=C4N3)(C5=C(C=C6C(=C5)C78CCN9C7C(C=CC9)(C(C(C8N6C=O)(C(=O)OC)O)OC(=O)C)CC)OC)C(=O)OC)O.OS(=O)(=O)O. Drug 2: C1=NNC2=C1C(=O)NC=N2. Cell line: HS 578T. Synergy scores: CSS=5.34, Synergy_ZIP=-0.199, Synergy_Bliss=1.99, Synergy_Loewe=4.58, Synergy_HSA=0.283. (7) Drug 1: CC1C(C(=O)NC(C(=O)N2CCCC2C(=O)N(CC(=O)N(C(C(=O)O1)C(C)C)C)C)C(C)C)NC(=O)C3=C4C(=C(C=C3)C)OC5=C(C(=O)C(=C(C5=N4)C(=O)NC6C(OC(=O)C(N(C(=O)CN(C(=O)C7CCCN7C(=O)C(NC6=O)C(C)C)C)C)C(C)C)C)N)C. Drug 2: C1C(C(OC1N2C=NC3=C(N=C(N=C32)Cl)N)CO)O. Cell line: HCT116. Synergy scores: CSS=58.2, Synergy_ZIP=7.25, Synergy_Bliss=6.37, Synergy_Loewe=0.0907, Synergy_HSA=5.67. (8) Drug 1: C1C(C(OC1N2C=NC3=C(N=C(N=C32)Cl)N)CO)O. Drug 2: CC1=C2C(C(=O)C3(C(CC4C(C3C(C(C2(C)C)(CC1OC(=O)C(C(C5=CC=CC=C5)NC(=O)OC(C)(C)C)O)O)OC(=O)C6=CC=CC=C6)(CO4)OC(=O)C)O)C)O. Cell line: ACHN. Synergy scores: CSS=32.0, Synergy_ZIP=-1.26, Synergy_Bliss=-0.505, Synergy_Loewe=-2.96, Synergy_HSA=-0.156. (9) Drug 1: C1=NC2=C(N=C(N=C2N1C3C(C(C(O3)CO)O)O)F)N. Drug 2: CS(=O)(=O)CCNCC1=CC=C(O1)C2=CC3=C(C=C2)N=CN=C3NC4=CC(=C(C=C4)OCC5=CC(=CC=C5)F)Cl. Cell line: COLO 205. Synergy scores: CSS=26.3, Synergy_ZIP=-7.05, Synergy_Bliss=-0.708, Synergy_Loewe=-6.49, Synergy_HSA=-3.09. (10) Drug 1: CC(CN1CC(=O)NC(=O)C1)N2CC(=O)NC(=O)C2. Drug 2: CC1=CC=C(C=C1)C2=CC(=NN2C3=CC=C(C=C3)S(=O)(=O)N)C(F)(F)F. Cell line: IGROV1. Synergy scores: CSS=15.4, Synergy_ZIP=-7.28, Synergy_Bliss=-5.96, Synergy_Loewe=-3.81, Synergy_HSA=-3.26.